This data is from Full USPTO retrosynthesis dataset with 1.9M reactions from patents (1976-2016). The task is: Predict the reactants needed to synthesize the given product. (1) The reactants are: [C@@H:1]12C(=O)[O:9][C:7](=[O:8])[C@@H:2]1[CH2:3][CH2:4][CH2:5][CH2:6]2. Given the product [CH:2]1([C:7]([OH:9])=[O:8])[CH2:3][CH2:4][CH2:5][CH2:6][CH2:1]1, predict the reactants needed to synthesize it. (2) The reactants are: [NH2:1][CH2:2][C@H:3]([OH:15])[CH2:4][N:5]1[CH:10]([CH2:11][CH3:12])[CH2:9][CH2:8][CH2:7][CH:6]1[CH2:13][CH3:14].[C:16]1([S:26](Cl)(=[O:28])=[O:27])[C:25]2[C:20](=[CH:21][CH:22]=[CH:23][CH:24]=2)[CH:19]=[CH:18][CH:17]=1.C(N(CC)CC)C. Given the product [CH2:11]([CH:10]1[CH2:9][CH2:8][CH2:7][CH:6]([CH2:13][CH3:14])[N:5]1[CH2:4][C@@H:3]([OH:15])[CH2:2][NH:1][S:26]([C:16]1[C:25]2[C:20](=[CH:21][CH:22]=[CH:23][CH:24]=2)[CH:19]=[CH:18][CH:17]=1)(=[O:28])=[O:27])[CH3:12], predict the reactants needed to synthesize it. (3) Given the product [CH2:22]1[N:23]2[C:27](=[O:28])[N:26]3[CH:25]4[N:77]5[C:75](=[O:76])[N:74]([CH2:73][N:72]6[C:70]([N:69]7[CH2:68][N:67]8[C:65]([N:64]9[CH2:63][N:62]%10[C:60]([N:59]%11[CH2:88][N:87]%12[C:85]([N:84]%13[CH2:83][N:82]%14[C:80]([N:79]([CH2:78]5)[CH:31]5[N:30]([CH2:29]3)[C:34](=[O:35])[N:33]([CH:32]5%14)[CH2:36][N:37]3[C:41](=[O:42])[N:40]([CH:39]%12[CH:38]3%13)[CH2:1][N:2]3[C:6](=[O:7])[N:5]([CH:4]%10[CH:3]3%11)[CH2:8][N:9]3[C:13](=[O:14])[N:12]([CH:11]8[CH:10]39)[CH2:15][N:16]3[C:20](=[O:21])[N:19]1[CH:18]6[CH:17]37)=[O:81])=[O:86])=[O:61])=[O:66])=[O:71])[CH:24]42, predict the reactants needed to synthesize it. The reactants are: [CH2:1]1N2C(=O)N3C4N5C(=O)N(C[N:59]6[C:60]([N:62]7[CH2:63][N:64]8[C:65]([N:67]9[CH2:68][N:69]%10[C:70]([N:72]%11[CH2:73][N:74]%12[C:75]([N:77]%13[CH2:78][N:79]%14[C:80]([N:82]%15[CH2:83][N:84]%16[C:85]([N:87]%17[CH2:88]N%18C(N(C5)C5N(C3)C(=O)N(C5%18)C[N:40]3[C:41](=[O:42])[N:37]([CH:38]%16[CH:39]3%17)[CH2:36][N:33]3[C:34](=[O:35])[N:30]([CH:31]%14[CH:32]3%15)[CH2:29][N:26]3[C:27](=[O:28])[N:23]([CH:24]%12[CH:25]3%13)[CH2:22][N:19]3[C:20](=[O:21])[N:16]([CH:17]%10[CH:18]3%11)[CH2:15][N:12]3[C:13](=[O:14])[N:9]([CH:10]8[CH:11]39)[CH2:8][N:5]3[C:6](=[O:7])[N:2]1[CH:3]6[CH:4]37)=O)=[O:86])=[O:81])=[O:76])=[O:71])=[O:66])=[O:61])C42. (4) Given the product [Br:11][C:12]1[CH:13]=[N:14][N:15]2[C:20]([N:21]([CH2:29][CH:30]3[CH2:35][CH2:34][O:33][CH2:32][CH2:31]3)[C:22](=[O:28])[O:23][C:24]([CH3:26])([CH3:27])[CH3:25])=[CH:19][C:18]([S:7]([C:1]3[CH:6]=[CH:5][CH:4]=[CH:3][CH:2]=3)(=[O:9])=[O:8])=[N:17][C:16]=12, predict the reactants needed to synthesize it. The reactants are: [C:1]1([S:7]([O-:9])=[O:8])[CH:6]=[CH:5][CH:4]=[CH:3][CH:2]=1.[Na+].[Br:11][C:12]1[CH:13]=[N:14][N:15]2[C:20]([N:21]([CH2:29][CH:30]3[CH2:35][CH2:34][O:33][CH2:32][CH2:31]3)[C:22](=[O:28])[O:23][C:24]([CH3:27])([CH3:26])[CH3:25])=[CH:19][C:18](Cl)=[N:17][C:16]=12.